Dataset: Reaction yield outcomes from USPTO patents with 853,638 reactions. Task: Predict the reaction yield, written as a fraction of the theoretical maximum amount of product (1.0 means a 100% yield; for example, 0.34 means a 34% yield). (1) The reactants are O1CCC[CH2:2]1.[F:6][C:7]([F:34])([F:33])[C:8]1[CH:32]=[CH:31][CH:30]=[CH:29][C:9]=1[O:10][CH2:11][C:12]([N:14]1[CH2:19][CH2:18][C:17]2([C:27]3[C:22](=[CH:23][CH:24]=[CH:25][CH:26]=3)[NH:21][C:20]2=[O:28])[CH2:16][CH2:15]1)=[O:13].[H-].[Na+].CI. The catalyst is O. The product is [CH3:2][N:21]1[C:22]2[C:27](=[CH:26][CH:25]=[CH:24][CH:23]=2)[C:17]2([CH2:16][CH2:15][N:14]([C:12](=[O:13])[CH2:11][O:10][C:9]3[CH:29]=[CH:30][CH:31]=[CH:32][C:8]=3[C:7]([F:33])([F:6])[F:34])[CH2:19][CH2:18]2)[C:20]1=[O:28]. The yield is 1.00. (2) The catalyst is C(#N)C. The reactants are [Cl:1]C1C=CC(C#N)=C(N2CCOCC2)N=1.[Cl:16][C:17]1[CH:25]=[CH:24][C:20]([C:21]([NH2:23])=[O:22])=[C:19](N2CCOCC2)[N:18]=1.P(Cl)(Cl)(Cl)=O.N1C=CC=CC=1. The product is [Cl:1][C:19]1[N:18]=[C:17]([Cl:16])[CH:25]=[CH:24][C:20]=1[C:21]([NH2:23])=[O:22]. The yield is 0.910. (3) The reactants are [Br:1][C:2]1[N:7]2[N:8]=[CH:9][N:10]=[C:6]2[C:5](Br)=[N:4][CH:3]=1.[CH2:12]1[N:17]([C:18]2[CH:23]=[CH:22][C:21]([NH2:24])=[CH:20][CH:19]=2)[CH2:16][CH2:15][O:14][CH2:13]1.C(N(C(C)C)C(C)C)C. The catalyst is CC(O)C. The product is [Br:1][C:2]1[N:7]2[N:8]=[CH:9][N:10]=[C:6]2[C:5]([NH:24][C:21]2[CH:20]=[CH:19][C:18]([N:17]3[CH2:12][CH2:13][O:14][CH2:15][CH2:16]3)=[CH:23][CH:22]=2)=[N:4][CH:3]=1. The yield is 0.940.